From a dataset of Peptide-MHC class I binding affinity with 185,985 pairs from IEDB/IMGT. Regression. Given a peptide amino acid sequence and an MHC pseudo amino acid sequence, predict their binding affinity value. This is MHC class I binding data. The peptide sequence is MYQYIFLSF. The MHC is HLA-A02:01 with pseudo-sequence HLA-A02:01. The binding affinity (normalized) is 0.0847.